This data is from Forward reaction prediction with 1.9M reactions from USPTO patents (1976-2016). The task is: Predict the product of the given reaction. (1) Given the reactants FC(F)(F)C(O)=O.[Br:8][C:9]1[CH:14]=[CH:13][C:12]([C:15]([N:21]2[C:29]3[C:24](=[C:25]([NH:30]C(=O)OC(C)(C)C)[CH:26]=[CH:27][CH:28]=3)[CH:23]=[N:22]2)([CH2:19][CH3:20])[CH:16]([OH:18])[CH3:17])=[CH:11][CH:10]=1, predict the reaction product. The product is: [NH2:30][C:25]1[CH:26]=[CH:27][CH:28]=[C:29]2[C:24]=1[CH:23]=[N:22][N:21]2[C:15]([C:12]1[CH:11]=[CH:10][C:9]([Br:8])=[CH:14][CH:13]=1)([CH2:19][CH3:20])[CH:16]([OH:18])[CH3:17]. (2) Given the reactants [Br:1][C:2]1[CH:3]=[CH:4][C:5]([O:11][C:12]([F:15])([F:14])[F:13])=[C:6]([CH:10]=1)[C:7]([OH:9])=O.[Br:16][C:17]1C=CC(OC(F)(F)F)=CC=1, predict the reaction product. The product is: [Br:16][CH2:17][C:7]([C:6]1[CH:10]=[C:2]([Br:1])[CH:3]=[CH:4][C:5]=1[O:11][C:12]([F:15])([F:14])[F:13])=[O:9]. (3) Given the reactants [F:1][C:2]1[CH:7]=[CH:6][C:5]([CH:8]([OH:27])[CH:9]([CH2:15][C:16]2[CH:21]=[CH:20][C:19]([C:22]([F:25])([F:24])[F:23])=[C:18]([F:26])[CH:17]=2)[C:10]([O:12]CC)=[O:11])=[CH:4][CH:3]=1.[OH-].[Na+].Cl, predict the reaction product. The product is: [F:1][C:2]1[CH:3]=[CH:4][C:5]([CH:8]([OH:27])[CH:9]([CH2:15][C:16]2[CH:21]=[CH:20][C:19]([C:22]([F:24])([F:25])[F:23])=[C:18]([F:26])[CH:17]=2)[C:10]([OH:12])=[O:11])=[CH:6][CH:7]=1.